Task: Predict the product of the given reaction.. Dataset: Forward reaction prediction with 1.9M reactions from USPTO patents (1976-2016) Given the reactants [F:1][C:2]([F:16])([F:15])[C:3]1[CH:8]=[C:7]([C:9]([F:12])([F:11])[F:10])[CH:6]=[CH:5][C:4]=1[CH2:13][OH:14].CCN(CC)CC.[CH3:24][S:25](Cl)(=[O:27])=[O:26].O, predict the reaction product. The product is: [F:1][C:2]([F:15])([F:16])[C:3]1[CH:8]=[C:7]([C:9]([F:10])([F:11])[F:12])[CH:6]=[CH:5][C:4]=1[CH2:13][O:14][S:25]([CH3:24])(=[O:27])=[O:26].